This data is from Full USPTO retrosynthesis dataset with 1.9M reactions from patents (1976-2016). The task is: Predict the reactants needed to synthesize the given product. The reactants are: Cl[C:2]1[CH:7]=[CH:6][N:5]=[CH:4][C:3]=1[N+:8]([O-])=O.[N:11]1[CH:16]=[CH:15][C:14](B(O)O)=[CH:13][CH:12]=1.C1(P(C2C=CC=CC=2)C2C=CC=CC=2)C=CC=CC=1.[O-]P([O-])([O-])=O.[K+].[K+].[K+]. Given the product [N:5]1[CH:6]=[CH:7][C:2]([C:14]2[CH:15]=[CH:16][N:11]=[CH:12][CH:13]=2)=[C:3]([NH2:8])[CH:4]=1, predict the reactants needed to synthesize it.